Dataset: Forward reaction prediction with 1.9M reactions from USPTO patents (1976-2016). Task: Predict the product of the given reaction. Given the reactants C(=O)([O-])[O-].[Na+].[Na+].[CH3:7][CH:8]([CH3:19])[O:9][C:10]1[CH:15]=[CH:14][C:13](B(O)O)=[CH:12][CH:11]=1.Br[C:21]1[C:22]([NH2:27])=[N:23][CH:24]=[CH:25][CH:26]=1, predict the reaction product. The product is: [CH3:7][CH:8]([CH3:19])[O:9][C:10]1[CH:15]=[CH:14][C:13]([C:21]2[C:22]([NH2:27])=[N:23][CH:24]=[CH:25][CH:26]=2)=[CH:12][CH:11]=1.